The task is: Predict the reaction yield, written as a fraction of the theoretical maximum amount of product (1.0 means a 100% yield; for example, 0.34 means a 34% yield).. This data is from Reaction yield outcomes from USPTO patents with 853,638 reactions. The catalyst is CO.O.[Fe]. The product is [O:11]1[C:12]2[CH:17]=[CH:16][N:15]=[CH:14][C:13]=2[N:18]=[C:10]1[C:6]1[CH:5]=[C:4]([NH2:1])[CH:9]=[CH:8][CH:7]=1. The yield is 0.850. The reactants are [N+:1]([C:4]1[CH:5]=[C:6]([C:10]2[O:11][C:12]3[CH:17]=[CH:16][N:15]=[CH:14][C:13]=3[N:18]=2)[CH:7]=[CH:8][CH:9]=1)([O-])=O.[NH4+].[Cl-].